Predict the reactants needed to synthesize the given product. From a dataset of Full USPTO retrosynthesis dataset with 1.9M reactions from patents (1976-2016). (1) Given the product [Cl:10][C:4]1[CH:5]=[CH:6][CH:7]=[C:8]([Cl:9])[C:3]=1[C:2]1[C:24]([C:25]([O:27][CH3:28])=[O:26])=[C:23]([CH3:29])[O:12][N:11]=1, predict the reactants needed to synthesize it. The reactants are: Cl[C:2](=[N:11][OH:12])[C:3]1[C:8]([Cl:9])=[CH:7][CH:6]=[CH:5][C:4]=1[Cl:10].C(N(C(C)C)CC)(C)C.O=[C:23]([CH3:29])[CH2:24][C:25]([O:27][CH3:28])=[O:26]. (2) Given the product [C:17]([C:10]1[C:11](=[O:16])[C:12]([O:14][CH3:15])=[CH:13][N:8]([C:4]2[CH:5]=[CH:6][CH:7]=[C:2]([Br:1])[C:3]=2[F:23])[N:9]=1)(=[O:18])[CH3:24], predict the reactants needed to synthesize it. The reactants are: [Br:1][C:2]1[C:3]([F:23])=[C:4]([N:8]2[CH:13]=[C:12]([O:14][CH3:15])[C:11](=[O:16])[C:10]([C:17](N(OC)C)=[O:18])=[N:9]2)[CH:5]=[CH:6][CH:7]=1.[CH3:24][Mg+].[Br-]. (3) Given the product [N:1]1[CH:6]=[CH:5][CH:4]=[CH:3][C:2]=1[CH2:7][CH2:8][NH:9][C:10]([C:12]1[C:13]([C:18]2[CH:23]=[CH:22][CH:21]=[CH:20][C:19]=2[CH2:24][NH:25][C:51]([O:53][CH:54]([CH3:65])[C:55]2[CH:56]=[CH:57][C:58]([C:61]([F:62])([F:64])[F:63])=[CH:59][CH:60]=2)=[O:52])=[CH:14][CH:15]=[CH:16][CH:17]=1)=[O:11], predict the reactants needed to synthesize it. The reactants are: [N:1]1[CH:6]=[CH:5][CH:4]=[CH:3][C:2]=1[CH2:7][CH2:8][NH:9][C:10]([C:12]1[C:13]([C:18]2[CH:23]=[CH:22][CH:21]=[CH:20][C:19]=2[CH2:24][NH2:25])=[CH:14][CH:15]=[CH:16][CH:17]=1)=[O:11].N1C=CC=CC=1CCNC(C1C(C2C=CC=CC=2C([C:51]([O:53][CH:54]([CH3:65])[C:55]2[CH:60]=[CH:59][C:58]([C:61]([F:64])([F:63])[F:62])=[CH:57][CH:56]=2)=[O:52])N)=CC=CC=1)=O. (4) Given the product [Cl:1][C:2]1[C:11]([O:12][CH3:13])=[CH:10][C:5]([C:6]([NH:38][CH3:37])=[O:7])=[CH:4][C:3]=1/[CH:14]=[CH:15]/[C:16]1[CH:17]=[N:18][C:19]([NH:22][C:23]2[CH:28]=[CH:27][C:26]([N:29]3[CH2:30][C@@H:31]([CH3:36])[NH:32][C@@H:33]([CH3:35])[CH2:34]3)=[CH:25][CH:24]=2)=[N:20][CH:21]=1, predict the reactants needed to synthesize it. The reactants are: [Cl:1][C:2]1[C:11]([O:12][CH3:13])=[CH:10][C:5]([C:6](OC)=[O:7])=[CH:4][C:3]=1/[CH:14]=[CH:15]/[C:16]1[CH:17]=[N:18][C:19]([NH:22][C:23]2[CH:28]=[CH:27][C:26]([N:29]3[CH2:34][C@@H:33]([CH3:35])[NH:32][C@@H:31]([CH3:36])[CH2:30]3)=[CH:25][CH:24]=2)=[N:20][CH:21]=1.[CH3:37][NH2:38]. (5) Given the product [CH3:7][O:8][C:9](=[O:24])[C:10]([NH:23][C:3]([O:2][CH3:1])=[O:4])([CH2:15][CH2:16][C:17]1[CH:22]=[CH:21][CH:20]=[CH:19][CH:18]=1)[CH2:11][CH2:12][S:13][CH3:14], predict the reactants needed to synthesize it. The reactants are: [CH3:1][O:2][C:3](Cl)=[O:4].Cl.[CH3:7][O:8][C:9](=[O:24])[C:10]([NH2:23])([CH2:15][CH2:16][C:17]1[CH:22]=[CH:21][CH:20]=[CH:19][CH:18]=1)[CH2:11][CH2:12][S:13][CH3:14].CCN(C(C)C)C(C)C. (6) The reactants are: [CH3:1][O:2][C:3]1[C:10]([NH:11][C:12](=[O:18])[O:13][C:14]([CH3:17])([CH3:16])[CH3:15])=[C:6]2[S:7][CH:8]=[CH:9][N:5]2[N:4]=1.C([Li])CCC.[Br:24]C(F)(F)C(F)(F)Br.[Cl-].[NH4+]. Given the product [Br:24][C:9]1[N:5]2[N:4]=[C:3]([O:2][CH3:1])[C:10]([NH:11][C:12](=[O:18])[O:13][C:14]([CH3:15])([CH3:17])[CH3:16])=[C:6]2[S:7][CH:8]=1, predict the reactants needed to synthesize it.